This data is from Full USPTO retrosynthesis dataset with 1.9M reactions from patents (1976-2016). The task is: Predict the reactants needed to synthesize the given product. (1) The reactants are: C[O:2][C:3](=O)[C@@H:4]([NH:32][C:33](OC(C)(C)C)=O)[CH2:5][C:6]1[CH:31]=[CH:30][C:9]2[O:10][C@@H:11]([C:14]3[CH:19]=[CH:18][C:17]([O:20][CH2:21][C:22]4[CH:27]=[CH:26][C:25](Cl)=[C:24](Cl)[CH:23]=4)=[CH:16][CH:15]=3)[CH2:12][O:13][C:8]=2[CH:7]=1.[ClH:41].[ClH:42].C[O:44][C:45](=[O:63])[C@@H:46]([NH2:62])[CH2:47][C:48]1[CH:53]=[CH:52][C:51]([C:54]2[CH:59]=[CH:58][N:57]=[C:56]([CH3:60])[C:55]=2[CH3:61])=[CH:50][CH:49]=1.[N:64]1[CH:69]=[CH:68][CH:67]=[CH:66][C:65]=1[CH:70]=O. Given the product [Cl:41][C:26]1[CH:27]=[C:22]([CH:23]=[CH:24][C:25]=1[Cl:42])[CH2:21][O:20][C:17]1[CH:16]=[CH:15][C:14]([C@H:11]2[CH2:12][O:13][C:8]3=[CH:7][C:6]4[CH2:5][C@@H:4]([C:3]([NH:62][C@@H:46]([CH2:47][C:48]5[CH:53]=[CH:52][C:51]([C:54]6[CH:59]=[CH:58][N:57]=[C:56]([CH3:60])[C:55]=6[CH3:61])=[CH:50][CH:49]=5)[C:45]([OH:44])=[O:63])=[O:2])[N:32]([CH2:70][C:65]5[CH:66]=[CH:67][CH:68]=[CH:69][N:64]=5)[CH2:33][C:31]=4[CH:30]=[C:9]3[O:10]2)=[CH:19][CH:18]=1, predict the reactants needed to synthesize it. (2) Given the product [ClH:52].[F:1][C:2]([F:17])([F:16])[C:3]1[C:4](=[O:15])[NH:5][C:6](=[O:14])[N:7]([CH2:9][CH2:10][CH2:11][CH2:12][N:28]2[CH2:29][C@H:30]3[C@:26]([C:23]4[CH:22]=[CH:21][C:20]([C:19]([F:18])([F:33])[F:32])=[CH:25][CH:24]=4)([CH2:31]3)[CH2:27]2)[CH:8]=1, predict the reactants needed to synthesize it. The reactants are: [F:1][C:2]([F:17])([F:16])[C:3]1[C:4](=[O:15])[NH:5][C:6](=[O:14])[N:7]([CH2:9][CH2:10][CH2:11][CH:12]=O)[CH:8]=1.[F:18][C:19]([F:33])([F:32])[C:20]1[CH:25]=[CH:24][C:23]([C@:26]23[CH2:31][C@H:30]2[CH2:29][NH:28][CH2:27]3)=[CH:22][CH:21]=1.CC(O)=O.[BH-](OC(C)=O)(OC(C)=O)OC(C)=O.[Na+].[Cl:52]C(Cl)C. (3) Given the product [CH:1]1([C:6]2[CH:11]=[C:10]([N:12]3[CH2:16][CH2:15][CH:14]([NH:17][CH3:18])[CH2:13]3)[N:9]=[C:8]([NH2:19])[N:7]=2)[CH2:2][CH2:3][CH2:4][CH2:5]1, predict the reactants needed to synthesize it. The reactants are: [CH:1]1([C:6]2[CH:11]=[C:10]([N:12]3[CH2:16][CH2:15][CH:14]([NH:17][CH3:18])[CH2:13]3)[N:9]=[C:8]([NH:19]CC3C=CC(OC)=CC=3)[N:7]=2)[CH2:5][CH2:4][CH2:3][CH2:2]1. (4) The reactants are: Cl[C:2]1[C:11]2=[N:12][N:13](CC3C=CC(OC)=CC=3)[CH:14]=[C:10]2[C:9]2[CH:8]=[C:7]([O:24][CH3:25])[CH:6]=[CH:5][C:4]=2[N:3]=1.[NH2:26][C:27]1[CH:32]=[CH:31][C:30]([CH2:33][OH:34])=[CH:29][CH:28]=1.Cl. Given the product [CH3:25][O:24][C:7]1[CH:6]=[CH:5][C:4]2[N:3]=[C:2]([NH:26][C:27]3[CH:32]=[CH:31][C:30]([CH2:33][OH:34])=[CH:29][CH:28]=3)[C:11]3=[N:12][NH:13][CH:14]=[C:10]3[C:9]=2[CH:8]=1, predict the reactants needed to synthesize it. (5) Given the product [NH2:25][C:26]1[C:31]2=[C:32]([C:47]3[S:48][C:49]4[C:55]([O:56][CH3:57])=[CH:54][C:53]([CH3:58])=[CH:52][C:50]=4[CH:51]=3)[C:33]([CH2:42][NH:43][C:44](=[O:46])[CH3:45])=[C:34]([CH2:35][N:36]3[CH2:37][CH2:38][N:39]([CH:1]=[O:3])[CH2:40][CH2:41]3)[N:30]2[N:29]=[CH:28][N:27]=1, predict the reactants needed to synthesize it. The reactants are: [C:1](OC(=O)C)(=[O:3])C.C(O)=O.FC(F)(F)C(O)=O.FC(F)(F)C(O)=O.[NH2:25][C:26]1[C:31]2=[C:32]([C:47]3[S:48][C:49]4[C:55]([O:56][CH3:57])=[CH:54][C:53]([CH3:58])=[CH:52][C:50]=4[CH:51]=3)[C:33]([CH2:42][NH:43][C:44](=[O:46])[CH3:45])=[C:34]([CH2:35][N:36]3[CH2:41][CH2:40][NH:39][CH2:38][CH2:37]3)[N:30]2[N:29]=[CH:28][N:27]=1. (6) Given the product [Cl:19][C:5]1[C:6]([NH:8][C@@H:9]2[CH2:13][CH2:12][CH2:11][C@H:10]2[NH:14][S:15]([CH3:18])(=[O:17])=[O:16])=[N:7][C:2]([NH:35][C:32]2[CH:33]=[CH:34][C:27]3[CH2:26][CH2:25][N:24]([CH2:23][CH2:22][O:21][CH3:20])[CH2:30][CH2:29][C:28]=3[CH:31]=2)=[N:3][CH:4]=1, predict the reactants needed to synthesize it. The reactants are: Cl[C:2]1[N:7]=[C:6]([NH:8][C@@H:9]2[CH2:13][CH2:12][CH2:11][C@H:10]2[NH:14][S:15]([CH3:18])(=[O:17])=[O:16])[C:5]([Cl:19])=[CH:4][N:3]=1.[CH3:20][O:21][CH2:22][CH2:23][N:24]1[CH2:30][CH2:29][C:28]2[CH:31]=[C:32]([NH2:35])[CH:33]=[CH:34][C:27]=2[CH2:26][CH2:25]1.C12(CS(O)(=O)=O)C(C)(C)C(CC1)CC2=O. (7) Given the product [CH3:18][O:14][C:6]1[C:5]2[O:27][CH:2]=[C:3]([CH2:10][CH2:11][CH2:12][NH2:13])[C:4]=2[CH:9]=[CH:8][CH:7]=1, predict the reactants needed to synthesize it. The reactants are: S1[C:5]2[CH:6]=[CH:7][CH:8]=[CH:9][C:4]=2[C:3]([CH2:10][CH2:11][CH2:12][NH2:13])=[CH:2]1.[O:14]1[C:18]2C=CC=CC=2C(CCC#N)=C1.[OH-:27].[NH4+].C(Cl)Cl.CO.